This data is from Catalyst prediction with 721,799 reactions and 888 catalyst types from USPTO. The task is: Predict which catalyst facilitates the given reaction. (1) Reactant: [CH2:1]([O:8][CH2:9][CH2:10][CH2:11][CH2:12][CH2:13][OH:14])[C:2]1[CH:7]=[CH:6][CH:5]=[CH:4][CH:3]=1.C(N(CC)CC)C.[CH3:22][S:23](Cl)(=[O:25])=[O:24]. Product: [CH3:22][S:23]([O:14][CH2:13][CH2:12][CH2:11][CH2:10][CH2:9][O:8][CH2:1][C:2]1[CH:7]=[CH:6][CH:5]=[CH:4][CH:3]=1)(=[O:25])=[O:24]. The catalyst class is: 1. (2) Reactant: [CH3:1][C:2]1[CH:3]=[C:4]2[C:9](=[CH:10][C:11]=1[N+:12]([O-])=O)[C:8](=[O:15])[N:7]([C:16]1[CH:17]=[N:18][CH:19]=[CH:20][C:21]=1[CH3:22])[CH2:6][CH2:5]2. Product: [NH2:12][C:11]1[CH:10]=[C:9]2[C:4]([CH2:5][CH2:6][N:7]([C:16]3[CH:17]=[N:18][CH:19]=[CH:20][C:21]=3[CH3:22])[C:8]2=[O:15])=[CH:3][C:2]=1[CH3:1]. The catalyst class is: 43. (3) Reactant: [Br:1][C:2]1[CH:3]=[C:4]([CH:7]=[C:8]([O:11][CH3:12])[C:9]=1[OH:10])[CH:5]=[O:6].C(=O)([O-])[O-].[Cs+].[Cs+].Br[CH2:20][CH3:21].O. Product: [Br:1][C:2]1[CH:3]=[C:4]([CH:7]=[C:8]([O:11][CH3:12])[C:9]=1[O:10][CH2:20][CH3:21])[CH:5]=[O:6]. The catalyst class is: 3. (4) Reactant: [NH2:1][C:2]1[N:10]=[CH:9][N:8]=[C:7]2[C:3]=1[N:4]=[CH:5][N:6]2[C@H:11]1[C@@H:15]2[O:16]C(C)(C)[O:18][C@@H:14]2[C@@H:13]([CH2:21][N:22]([CH:40]([CH3:42])[CH3:41])[CH2:23][CH2:24][CH2:25][CH2:26][C:27]([NH:29][C:30]2[CH:35]=[CH:34][C:33]([C:36]([CH3:39])([CH3:38])[CH3:37])=[CH:32][CH:31]=2)=[O:28])[O:12]1.C([O-])([O-])=O.[K+].[K+].O. Product: [NH2:1][C:2]1[N:10]=[CH:9][N:8]=[C:7]2[C:3]=1[N:4]=[CH:5][N:6]2[C@@H:11]1[O:12][C@H:13]([CH2:21][N:22]([CH:40]([CH3:41])[CH3:42])[CH2:23][CH2:24][CH2:25][CH2:26][C:27]([NH:29][C:30]2[CH:31]=[CH:32][C:33]([C:36]([CH3:39])([CH3:38])[CH3:37])=[CH:34][CH:35]=2)=[O:28])[C@@H:14]([OH:18])[C@H:15]1[OH:16]. The catalyst class is: 67.